From a dataset of NCI-60 drug combinations with 297,098 pairs across 59 cell lines. Regression. Given two drug SMILES strings and cell line genomic features, predict the synergy score measuring deviation from expected non-interaction effect. (1) Drug 1: CN(C(=O)NC(C=O)C(C(C(CO)O)O)O)N=O. Drug 2: COCCOC1=C(C=C2C(=C1)C(=NC=N2)NC3=CC=CC(=C3)C#C)OCCOC.Cl. Cell line: PC-3. Synergy scores: CSS=11.0, Synergy_ZIP=-4.86, Synergy_Bliss=-3.08, Synergy_Loewe=0.611, Synergy_HSA=1.06. (2) Drug 1: CC12CCC(CC1=CCC3C2CCC4(C3CC=C4C5=CN=CC=C5)C)O. Drug 2: CC1=C(C(CCC1)(C)C)C=CC(=CC=CC(=CC(=O)O)C)C. Cell line: NCI-H522. Synergy scores: CSS=11.2, Synergy_ZIP=-1.96, Synergy_Bliss=5.19, Synergy_Loewe=4.89, Synergy_HSA=5.49. (3) Drug 1: C1=CN(C(=O)N=C1N)C2C(C(C(O2)CO)O)O.Cl. Drug 2: CNC(=O)C1=NC=CC(=C1)OC2=CC=C(C=C2)NC(=O)NC3=CC(=C(C=C3)Cl)C(F)(F)F. Cell line: HT29. Synergy scores: CSS=44.2, Synergy_ZIP=-1.56, Synergy_Bliss=-3.12, Synergy_Loewe=-47.1, Synergy_HSA=-2.75. (4) Cell line: SK-MEL-2. Drug 1: CS(=O)(=O)C1=CC(=C(C=C1)C(=O)NC2=CC(=C(C=C2)Cl)C3=CC=CC=N3)Cl. Drug 2: C(CN)CNCCSP(=O)(O)O. Synergy scores: CSS=1.47, Synergy_ZIP=2.83, Synergy_Bliss=1.67, Synergy_Loewe=-3.19, Synergy_HSA=-3.23. (5) Synergy scores: CSS=22.9, Synergy_ZIP=-2.93, Synergy_Bliss=6.05, Synergy_Loewe=-5.27, Synergy_HSA=3.83. Cell line: DU-145. Drug 2: C1=CC(=CC=C1CC(C(=O)O)N)N(CCCl)CCCl.Cl. Drug 1: CC1C(C(CC(O1)OC2CC(CC3=C2C(=C4C(=C3O)C(=O)C5=C(C4=O)C(=CC=C5)OC)O)(C(=O)C)O)N)O.Cl. (6) Drug 2: C1CCC(C(C1)N)N.C(=O)(C(=O)[O-])[O-].[Pt+4]. Cell line: HOP-92. Synergy scores: CSS=30.9, Synergy_ZIP=-3.45, Synergy_Bliss=-3.88, Synergy_Loewe=-12.4, Synergy_HSA=-3.10. Drug 1: CC12CCC3C(C1CCC2=O)CC(=C)C4=CC(=O)C=CC34C. (7) Drug 1: C1CN1P(=S)(N2CC2)N3CC3. Drug 2: CCCCCOC(=O)NC1=NC(=O)N(C=C1F)C2C(C(C(O2)C)O)O. Cell line: M14. Synergy scores: CSS=0.0415, Synergy_ZIP=1.19, Synergy_Bliss=0.808, Synergy_Loewe=-2.37, Synergy_HSA=-2.19. (8) Drug 1: C1=CC=C(C(=C1)C(C2=CC=C(C=C2)Cl)C(Cl)Cl)Cl. Drug 2: CC1C(C(CC(O1)OC2CC(CC3=C2C(=C4C(=C3O)C(=O)C5=C(C4=O)C(=CC=C5)OC)O)(C(=O)CO)O)N)O.Cl. Cell line: SN12C. Synergy scores: CSS=53.4, Synergy_ZIP=-5.75, Synergy_Bliss=-6.26, Synergy_Loewe=-3.78, Synergy_HSA=-1.83. (9) Drug 1: C1CCN(CC1)CCOC2=CC=C(C=C2)C(=O)C3=C(SC4=C3C=CC(=C4)O)C5=CC=C(C=C5)O. Drug 2: CC1C(C(CC(O1)OC2CC(CC3=C2C(=C4C(=C3O)C(=O)C5=CC=CC=C5C4=O)O)(C(=O)C)O)N)O. Cell line: HOP-92. Synergy scores: CSS=50.7, Synergy_ZIP=6.24, Synergy_Bliss=8.55, Synergy_Loewe=7.62, Synergy_HSA=11.0. (10) Drug 1: CCCS(=O)(=O)NC1=C(C(=C(C=C1)F)C(=O)C2=CNC3=C2C=C(C=N3)C4=CC=C(C=C4)Cl)F. Drug 2: C1=CN(C(=O)N=C1N)C2C(C(C(O2)CO)O)O.Cl. Cell line: SK-OV-3. Synergy scores: CSS=7.11, Synergy_ZIP=-0.371, Synergy_Bliss=0.241, Synergy_Loewe=-13.4, Synergy_HSA=-0.362.